Dataset: Catalyst prediction with 721,799 reactions and 888 catalyst types from USPTO. Task: Predict which catalyst facilitates the given reaction. (1) Reactant: Cl[C:2]1[CH:7]=[CH:6]C=[CH:4][C:3]=1[C:8]1NN=C(S[C:8]([C:27]2[CH:32]=CC=CC=2)([C:27]2C=CC=C[CH:32]=2)[C:3]2[CH:4]=C[CH:6]=[CH:7][CH:2]=2)N=1.C1(P(C2C=CC=CC=2)C2C=CC=CC=2)C=CC=CC=1.ClC1C=C(C=CC=1)[CH2:56][CH2:57][OH:58].CCOC(/N=N/C(OCC)=O)=O.FC(F)(F)C(O)=O. Product: [CH3:56][CH2:57][O:58][CH2:32][CH3:27].[CH3:6][CH2:7][CH2:2][CH:3]([CH3:8])[CH3:4]. The catalyst class is: 11. (2) Reactant: [CH2:1]([O:3][C:4](=[O:16])[C:5]([O:8][C:9]1[CH:14]=[CH:13][C:12]([OH:15])=[CH:11][CH:10]=1)([CH3:7])[CH3:6])[CH3:2].[C:17]1([C:23]2[C:27]3[CH:28]=[CH:29][C:30]([O:32][CH:33]([CH2:41][CH2:42][CH3:43])[CH2:34][CH2:35]OS(C)(=O)=O)=[CH:31][C:26]=3[O:25][CH:24]=2)[CH:22]=[CH:21][CH:20]=[CH:19][CH:18]=1.C([O-])([O-])=O.[Cs+].[Cs+]. Product: [CH2:1]([O:3][C:4](=[O:16])[C:5]([CH3:7])([O:8][C:9]1[CH:10]=[CH:11][C:12]([O:15][CH2:35][CH2:34][CH:33]([O:32][C:30]2[CH:29]=[CH:28][C:27]3[C:23]([C:17]4[CH:18]=[CH:19][CH:20]=[CH:21][CH:22]=4)=[CH:24][O:25][C:26]=3[CH:31]=2)[CH2:41][CH2:42][CH3:43])=[CH:13][CH:14]=1)[CH3:6])[CH3:2]. The catalyst class is: 3.